This data is from Reaction yield outcomes from USPTO patents with 853,638 reactions. The task is: Predict the reaction yield, written as a fraction of the theoretical maximum amount of product (1.0 means a 100% yield; for example, 0.34 means a 34% yield). (1) The reactants are [NH2:1][C:2]1[C:6]([C:7]2[N:12]=[C:11]([NH:13][C:14]3[N:19]=[CH:18][C:17]4[N:20]=[C:21]([CH2:26][O:27]C5CCCCO5)[N:22]([CH:23]([CH3:25])[CH3:24])[C:16]=4[CH:15]=3)[CH:10]=[CH:9][N:8]=2)=[CH:5][N:4]([CH2:34][CH:35]2[CH2:37][CH2:36]2)[N:3]=1.FC(F)(F)C(O)=O. The catalyst is C(O)C. The product is [NH2:1][C:2]1[C:6]([C:7]2[N:12]=[C:11]([NH:13][C:14]3[N:19]=[CH:18][C:17]4[N:20]=[C:21]([CH2:26][OH:27])[N:22]([CH:23]([CH3:25])[CH3:24])[C:16]=4[CH:15]=3)[CH:10]=[CH:9][N:8]=2)=[CH:5][N:4]([CH2:34][CH:35]2[CH2:37][CH2:36]2)[N:3]=1. The yield is 0.170. (2) No catalyst specified. The reactants are [N:1]1([C:7]2[N:12]=[C:11]([N:13]3[CH:18]4[CH2:19][CH2:20][CH:14]3[CH2:15][O:16][CH2:17]4)[N:10]=[C:9]([C:21]3[CH:27]=[CH:26][C:24]([NH2:25])=[CH:23][CH:22]=3)[N:8]=2)[CH2:6][CH2:5][O:4][CH2:3][CH2:2]1.Cl[C:29](Cl)([O:31]C(=O)OC(Cl)(Cl)Cl)Cl.[NH2:40][C:41]1[CH:49]=[CH:48][C:44]([C:45]([NH2:47])=[O:46])=[CH:43][CH:42]=1. The yield is 0.330. The product is [N:1]1([C:7]2[N:12]=[C:11]([N:13]3[CH:14]4[CH2:20][CH2:19][CH:18]3[CH2:17][O:16][CH2:15]4)[N:10]=[C:9]([C:21]3[CH:27]=[CH:26][C:24]([NH:25][C:29]([NH:40][C:41]4[CH:49]=[CH:48][C:44]([C:45]([NH2:47])=[O:46])=[CH:43][CH:42]=4)=[O:31])=[CH:23][CH:22]=3)[N:8]=2)[CH2:2][CH2:3][O:4][CH2:5][CH2:6]1. (3) The yield is 1.00. The reactants are [CH3:1][S:2]([N:5]1[C:13]2[C:8](=[CH:9][CH:10]=[C:11]([N+:14]([O-])=O)[CH:12]=2)[CH2:7][CH2:6]1)(=[O:4])=[O:3].N(N)(C)C.C. The product is [CH3:1][S:2]([N:5]1[C:13]2[C:8](=[CH:9][CH:10]=[C:11]([NH2:14])[CH:12]=2)[CH2:7][CH2:6]1)(=[O:4])=[O:3]. The catalyst is CO.